Regression. Given two drug SMILES strings and cell line genomic features, predict the synergy score measuring deviation from expected non-interaction effect. From a dataset of NCI-60 drug combinations with 297,098 pairs across 59 cell lines. (1) Drug 1: CN(C)N=NC1=C(NC=N1)C(=O)N. Cell line: BT-549. Synergy scores: CSS=4.41, Synergy_ZIP=1.21, Synergy_Bliss=6.54, Synergy_Loewe=3.56, Synergy_HSA=3.80. Drug 2: CCCS(=O)(=O)NC1=C(C(=C(C=C1)F)C(=O)C2=CNC3=C2C=C(C=N3)C4=CC=C(C=C4)Cl)F. (2) Synergy scores: CSS=21.5, Synergy_ZIP=-6.89, Synergy_Bliss=2.96, Synergy_Loewe=0.502, Synergy_HSA=3.40. Drug 2: C1=CN(C(=O)N=C1N)C2C(C(C(O2)CO)O)O.Cl. Drug 1: C1=C(C(=O)NC(=O)N1)N(CCCl)CCCl. Cell line: T-47D. (3) Drug 1: COC1=CC(=CC(=C1O)OC)C2C3C(COC3=O)C(C4=CC5=C(C=C24)OCO5)OC6C(C(C7C(O6)COC(O7)C8=CC=CS8)O)O. Drug 2: CN(CCCl)CCCl.Cl. Cell line: UO-31. Synergy scores: CSS=12.5, Synergy_ZIP=-4.53, Synergy_Bliss=-0.0111, Synergy_Loewe=-1.64, Synergy_HSA=1.07. (4) Drug 1: C1CCN(CC1)CCOC2=CC=C(C=C2)C(=O)C3=C(SC4=C3C=CC(=C4)O)C5=CC=C(C=C5)O. Drug 2: C1CCC(C1)C(CC#N)N2C=C(C=N2)C3=C4C=CNC4=NC=N3. Cell line: K-562. Synergy scores: CSS=10.2, Synergy_ZIP=-1.72, Synergy_Bliss=0.620, Synergy_Loewe=-1.87, Synergy_HSA=-1.76. (5) Drug 1: C1=NNC2=C1C(=O)NC=N2. Drug 2: C(CCl)NC(=O)N(CCCl)N=O. Cell line: HL-60(TB). Synergy scores: CSS=6.76, Synergy_ZIP=-5.23, Synergy_Bliss=-8.60, Synergy_Loewe=0.551, Synergy_HSA=-4.99. (6) Cell line: UACC62. Synergy scores: CSS=-1.42, Synergy_ZIP=-0.299, Synergy_Bliss=-3.46, Synergy_Loewe=-4.35, Synergy_HSA=-4.33. Drug 2: B(C(CC(C)C)NC(=O)C(CC1=CC=CC=C1)NC(=O)C2=NC=CN=C2)(O)O. Drug 1: CN(C)N=NC1=C(NC=N1)C(=O)N. (7) Cell line: NCI/ADR-RES. Drug 1: COC1=C(C=C2C(=C1)N=CN=C2NC3=CC(=C(C=C3)F)Cl)OCCCN4CCOCC4. Synergy scores: CSS=29.9, Synergy_ZIP=-6.62, Synergy_Bliss=4.30, Synergy_Loewe=5.74, Synergy_HSA=6.16. Drug 2: CS(=O)(=O)CCNCC1=CC=C(O1)C2=CC3=C(C=C2)N=CN=C3NC4=CC(=C(C=C4)OCC5=CC(=CC=C5)F)Cl.